From a dataset of Full USPTO retrosynthesis dataset with 1.9M reactions from patents (1976-2016). Predict the reactants needed to synthesize the given product. Given the product [Br:1][C:2]1[CH:9]=[CH:8][C:7]([F:10])=[CH:6][C:3]=1[CH2:4][N:13]1[C@@H:12]([CH3:11])[C@@H:16]([C:17]2[CH:22]=[CH:21][CH:20]=[CH:19][CH:18]=2)[O:15][C:14]1=[O:23], predict the reactants needed to synthesize it. The reactants are: [Br:1][C:2]1[CH:9]=[CH:8][C:7]([F:10])=[CH:6][C:3]=1[CH2:4]Br.[CH3:11][C@H:12]1[C@@H:16]([C:17]2[CH:22]=[CH:21][CH:20]=[CH:19][CH:18]=2)[O:15][C:14](=[O:23])[NH:13]1.